This data is from Forward reaction prediction with 1.9M reactions from USPTO patents (1976-2016). The task is: Predict the product of the given reaction. (1) Given the reactants [F:1][C:2]([F:11])([F:10])[C:3]1[CH:8]=[CH:7][N:6]=[C:5]([NH2:9])[CH:4]=1.[H-].[Na+].[Cl:14][C:15]1[CH:20]=[C:19]([Cl:21])[CH:18]=[C:17](Cl)[N:16]=1, predict the reaction product. The product is: [Cl:21][C:19]1[CH:20]=[C:15]([Cl:14])[N:16]=[C:17]([NH:9][C:5]2[CH:4]=[C:3]([C:2]([F:1])([F:10])[F:11])[CH:8]=[CH:7][N:6]=2)[CH:18]=1. (2) Given the reactants [C:1]([CH2:3][CH2:4][P:5]([CH:10]([O:14][CH2:15][CH3:16])[O:11][CH2:12][CH3:13])(=[O:9])[O:6][CH2:7][CH3:8])#[N:2], predict the reaction product. The product is: [NH2:2][CH2:1][CH2:3][CH2:4][P:5]([CH:10]([O:14][CH2:15][CH3:16])[O:11][CH2:12][CH3:13])(=[O:9])[O:6][CH2:7][CH3:8]. (3) Given the reactants [C:1]([O:5][C:6]([NH:8][C@@H:9]([C:19]([OH:21])=O)[CH2:10][C:11]1[CH:16]=[CH:15][C:14]([Cl:17])=[CH:13][C:12]=1[Cl:18])=[O:7])([CH3:4])([CH3:3])[CH3:2].CCN(C(C)C)C(C)C.Cl.[CH3:32][O:33][C:34]1[CH:35]=[C:36]([C:42]2[C@@H:51]3[C@@H:46]([CH2:47][CH2:48][CH2:49][CH2:50]3)[C:45](=[O:52])[N:44]([CH:53]3[CH2:58][CH2:57][NH:56][CH2:55][CH2:54]3)[N:43]=2)[CH:37]=[CH:38][C:39]=1[O:40][CH3:41].CCOC(C(C#N)=NOC(N1CCOCC1)=[N+](C)C)=O.F[P-](F)(F)(F)(F)F.C(=O)(O)[O-].[Na+], predict the reaction product. The product is: [Cl:18][C:12]1[CH:13]=[C:14]([Cl:17])[CH:15]=[CH:16][C:11]=1[CH2:10][C@@H:9]([NH:8][C:6](=[O:7])[O:5][C:1]([CH3:2])([CH3:3])[CH3:4])[C:19]([N:56]1[CH2:57][CH2:58][CH:53]([N:44]2[N:43]=[C:42]([C:36]3[CH:37]=[CH:38][C:39]([O:40][CH3:41])=[C:34]([O:33][CH3:32])[CH:35]=3)[C@@H:51]3[C@@H:46]([CH2:47][CH2:48][CH2:49][CH2:50]3)[C:45]2=[O:52])[CH2:54][CH2:55]1)=[O:21]. (4) Given the reactants [CH3:1][C:2]([NH:4][CH:5]1[C:15]2[CH:16]=[C:17]([OH:20])[CH:18]=[CH:19][C:14]=2[C:13]2[C:8](=[CH:9][C:10]([O:25][CH3:26])=[C:11]([O:23][CH3:24])[C:12]=2[O:21][CH3:22])[CH2:7][CH2:6]1)=[O:3].C1CCC(N=C=NC2CCCCC2)CC1.[C:42]([O:46][C:47]([NH:49][CH2:50][C:51]([NH:53][CH2:54][CH2:55][C:56](O)=[O:57])=[O:52])=[O:48])([CH3:45])([CH3:44])[CH3:43], predict the reaction product. The product is: [C:42]([O:46][C:47]([NH:49][CH2:50][C:51]([NH:53][CH2:54][CH2:55][C:56]([O:20][C:17]1[CH:18]=[CH:19][C:14]2[C:13]3[C:12]([O:21][CH3:22])=[C:11]([O:23][CH3:24])[C:10]([O:25][CH3:26])=[CH:9][C:8]=3[CH2:7][CH2:6][C@H:5]([NH:4][C:2](=[O:3])[CH3:1])[C:15]=2[CH:16]=1)=[O:57])=[O:52])=[O:48])([CH3:45])([CH3:44])[CH3:43]. (5) Given the reactants Cl.Cl.[CH3:3][N:4]([CH3:11])[C@@H:5]1[CH2:9][NH:8][CH2:7][C@H:6]1[OH:10].C(N(CC)CC)C.[C:19](O[C:19]([O:21][C:22]([CH3:25])([CH3:24])[CH3:23])=[O:20])([O:21][C:22]([CH3:25])([CH3:24])[CH3:23])=[O:20], predict the reaction product. The product is: [CH3:3][N:4]([CH3:11])[C@H:5]1[C@H:6]([OH:10])[CH2:7][N:8]([C:19]([O:21][C:22]([CH3:25])([CH3:24])[CH3:23])=[O:20])[CH2:9]1. (6) Given the reactants C[N:2](/[CH:4]=[C:5]1/[CH:6]([C:13]2[CH:20]=[CH:19][C:16]([C:17]#[N:18])=[CH:15][CH:14]=2)[CH2:7][C:8]([CH3:12])([CH3:11])[C:9]/1=O)C.[ClH:21].[NH2:22]N, predict the reaction product. The product is: [ClH:21].[CH3:11][C:8]1([CH3:12])[C:9]2[NH:22][N:2]=[CH:4][C:5]=2[CH:6]([C:13]2[CH:20]=[CH:19][C:16]([C:17]#[N:18])=[CH:15][CH:14]=2)[CH2:7]1. (7) The product is: [CH2:16]([C@H:15]1[CH2:14][O:13][C:12](=[O:23])[N:11]1[C:9](=[O:10])[C@H:8]([CH2:24][CH:25]1[CH2:32][CH2:31][C:28]2([CH2:29][CH2:30]2)[CH2:27][CH2:26]1)[CH2:7][C:6]([OH:33])=[O:5])[C:17]1[CH:18]=[CH:19][CH:20]=[CH:21][CH:22]=1. Given the reactants C([O:5][C:6](=[O:33])[CH2:7][C@@H:8]([CH2:24][CH:25]1[CH2:32][CH2:31][C:28]2([CH2:30][CH2:29]2)[CH2:27][CH2:26]1)[C:9]([N:11]1[C@@H:15]([CH2:16][C:17]2[CH:22]=[CH:21][CH:20]=[CH:19][CH:18]=2)[CH2:14][O:13][C:12]1=[O:23])=[O:10])(C)(C)C.CCN(CC)CC.[Si](OS(C(F)(F)F)(=O)=O)(C)(C)C.O, predict the reaction product.